From a dataset of Peptide-MHC class I binding affinity with 185,985 pairs from IEDB/IMGT. Regression. Given a peptide amino acid sequence and an MHC pseudo amino acid sequence, predict their binding affinity value. This is MHC class I binding data. (1) The peptide sequence is TTPENITTA. The MHC is HLA-A02:01 with pseudo-sequence HLA-A02:01. The binding affinity (normalized) is 0.0896. (2) The peptide sequence is DRLASTVIY. The MHC is HLA-B57:01 with pseudo-sequence HLA-B57:01. The binding affinity (normalized) is 0.0847. (3) The peptide sequence is GSRAYRNAL. The MHC is HLA-B44:02 with pseudo-sequence HLA-B44:02. The binding affinity (normalized) is 0.0847. (4) The peptide sequence is FPRCRYVHK. The MHC is HLA-B39:01 with pseudo-sequence HLA-B39:01. The binding affinity (normalized) is 0.0847. (5) The peptide sequence is LPSETFPNV. The MHC is Patr-B1301 with pseudo-sequence Patr-B1301. The binding affinity (normalized) is 0.642. (6) The peptide sequence is RAVPPNPTI. The MHC is HLA-B40:01 with pseudo-sequence HLA-B40:01. The binding affinity (normalized) is 0.0847. (7) The peptide sequence is IRFPKTFGY. The MHC is Patr-A0101 with pseudo-sequence Patr-A0101. The binding affinity (normalized) is 0.120. (8) The peptide sequence is NIRLTDTEYR. The MHC is HLA-A03:01 with pseudo-sequence HLA-A03:01. The binding affinity (normalized) is 0. (9) The peptide sequence is ASGFTFSSY. The MHC is HLA-A30:02 with pseudo-sequence HLA-A30:02. The binding affinity (normalized) is 0.684.